This data is from Peptide-MHC class II binding affinity with 134,281 pairs from IEDB. The task is: Regression. Given a peptide amino acid sequence and an MHC pseudo amino acid sequence, predict their binding affinity value. This is MHC class II binding data. (1) The peptide sequence is NYLALLVKYVNGDGD. The MHC is DRB5_0101 with pseudo-sequence DRB5_0101. The binding affinity (normalized) is 0.0691. (2) The peptide sequence is GELQIVDVIDAAFKI. The MHC is DRB3_0101 with pseudo-sequence DRB3_0101. The binding affinity (normalized) is 0.719. (3) The peptide sequence is SRKRRSHDVLTVQFL. The MHC is HLA-DQA10501-DQB10402 with pseudo-sequence HLA-DQA10501-DQB10402. The binding affinity (normalized) is 0.347. (4) The peptide sequence is VSEALRIIAGTLEVH. The MHC is HLA-DQA10102-DQB10502 with pseudo-sequence HLA-DQA10102-DQB10502. The binding affinity (normalized) is 0.279. (5) The peptide sequence is GLCAFLATRIFGRRS. The MHC is HLA-DQA10102-DQB10501 with pseudo-sequence HLA-DQA10102-DQB10501. The binding affinity (normalized) is 0. (6) The peptide sequence is KTLKFDALSGSQEVE. The MHC is DRB1_0901 with pseudo-sequence DRB1_0901. The binding affinity (normalized) is 0.492. (7) The peptide sequence is EKKYFAATKFEPLAA. The MHC is HLA-DQA10401-DQB10402 with pseudo-sequence HLA-DQA10401-DQB10402. The binding affinity (normalized) is 0.385.